Dataset: Forward reaction prediction with 1.9M reactions from USPTO patents (1976-2016). Task: Predict the product of the given reaction. Given the reactants [CH3:1][N:2]1[C:11](=[O:12])[C:10]2[N:9]([CH2:13][CH:14]=[C:15]([CH3:17])[CH3:16])[C:8]([CH:18]3[CH2:23][CH2:22][NH:21][CH2:20][CH2:19]3)=[N:7][C:6]=2[N:5]([CH3:24])[C:3]1=[O:4].[N:25](OCCC(C)C)=[O:26], predict the reaction product. The product is: [CH3:1][N:2]1[C:11](=[O:12])[C:10]2[N:9]([CH2:13][CH:14]=[C:15]([CH3:17])[CH3:16])[C:8]([CH:18]3[CH2:19][CH2:20][N:21]([N:25]=[O:26])[CH2:22][CH2:23]3)=[N:7][C:6]=2[N:5]([CH3:24])[C:3]1=[O:4].